This data is from Catalyst prediction with 721,799 reactions and 888 catalyst types from USPTO. The task is: Predict which catalyst facilitates the given reaction. (1) Reactant: [H-].[Na+].[CH2:3]([O:10][C:11]1[CH:16]=[CH:15][C:14]([N:17]2[C:21]3=[N:22][CH:23]=[CH:24][CH:25]=[C:20]3[NH:19][C:18]2=[O:26])=[CH:13][CH:12]=1)[C:4]1[CH:9]=[CH:8][CH:7]=[CH:6][CH:5]=1.I[CH:28]([CH3:30])[CH3:29].[Cl-].[Cl-].[Ca+2]. Product: [CH2:3]([O:10][C:11]1[CH:12]=[CH:13][C:14]([N:17]2[C:21]3=[N:22][CH:23]=[CH:24][CH:25]=[C:20]3[N:19]([CH:28]([CH3:30])[CH3:29])[C:18]2=[O:26])=[CH:15][CH:16]=1)[C:4]1[CH:9]=[CH:8][CH:7]=[CH:6][CH:5]=1. The catalyst class is: 121. (2) Reactant: [OH:1][C:2]1[CH:12]=[CH:11][C:5]([C:6]([O:8][CH2:9][CH3:10])=[O:7])=[CH:4][C:3]=1[O:13][CH3:14].C[N:16]([C:20]([O:22][CH2:23][C:24]1[CH:29]=[CH:28][CH:27]=[CH:26][CH:25]=1)=[O:21])[CH2:17][CH2:18]O.[CH:30]1C=CC(P(C2C=CC=CC=2)C2C=CC=CC=2)=CC=1.CC(OC(/N=N/C(OC(C)C)=O)=O)C. Product: [CH3:14][O:13][C:3]1[CH:4]=[C:5]([CH:11]=[CH:12][C:2]=1[O:1][CH2:30][CH:17]([CH3:18])[NH:16][C:20]([O:22][CH2:23][C:24]1[CH:29]=[CH:28][CH:27]=[CH:26][CH:25]=1)=[O:21])[C:6]([O:8][CH2:9][CH3:10])=[O:7]. The catalyst class is: 1. (3) Reactant: [CH2:1]([C:11]1[O:20][C:14]2=[N:15][C:16](=[O:19])[NH:17][CH:18]=[C:13]2[CH:12]=1)[CH2:2][CH2:3][CH2:4][CH2:5][CH2:6][CH2:7][CH2:8][CH2:9][CH3:10].C(=O)([O-])[O-].[K+].[K+].[O:27]1[CH2:31][CH2:30][CH2:29][CH:28]1[CH2:32]OS(C)(=O)=O. Product: [CH2:1]([C:11]1[O:20][C:14]2[N:15]=[C:16]([O:19][CH2:32][CH:28]3[CH2:29][CH2:30][CH2:31][O:27]3)[N:17]=[CH:18][C:13]=2[CH:12]=1)[CH2:2][CH2:3][CH2:4][CH2:5][CH2:6][CH2:7][CH2:8][CH2:9][CH3:10]. The catalyst class is: 3. (4) Reactant: F[C:2](F)(F)[C:3]([OH:5])=[O:4].O=S1(=O)C[CH2:12][CH:11](N)[CH2:10]1.CC[N:18]([CH:22]([CH3:24])[CH3:23])[CH:19]([CH3:21])[CH3:20].C(O[BH-](O[C:35](=[O:37])C)OC(=O)C)(=O)C.[Na+].Cl[CH2:40]Cl. Product: [CH:22]([N:18]1[C:19]2[C:20](=[CH:10][CH:11]=[CH:12][CH:21]=2)[CH:40]=[C:2]([C:3]([OH:5])=[O:4])[C:35]1=[O:37])([CH3:23])[CH3:24]. The catalyst class is: 6. (5) Product: [C:25]1([NH:24][C:2]2[CH:11]=[CH:10][N:9]=[C:8]3[C:3]=2[C:4]2[CH:16]=[CH:15][CH:14]=[CH:13][C:5]=2[C:6](=[O:12])[NH:7]3)[CH:30]=[CH:29][CH:28]=[CH:27][CH:26]=1. Reactant: Cl[C:2]1[CH:11]=[CH:10][N:9]=[C:8]2[C:3]=1[C:4]1[CH:16]=[CH:15][CH:14]=[CH:13][C:5]=1[C:6](=[O:12])[NH:7]2.C([NH2:24])C1C=CC=CC=1.[CH:25]1(P([CH:25]2[CH2:30][CH2:29][CH2:28][CH2:27][CH2:26]2)C2C=CC=CC=2C2C(C(C)C)=CC(C(C)C)=CC=2C(C)C)[CH2:30][CH2:29][CH2:28][CH2:27][CH2:26]1.CC(C)([O-])C.[Na+]. The catalyst class is: 160. (6) Reactant: [F:1][C:2]1[CH:7]=[CH:6][C:5]([CH:8](O)[CH:9]2[CH2:15][CH2:14][CH2:13][CH2:12][N:11]3[C:16](=[O:26])[CH:17]=[C:18]([C:20]4[CH:25]=[CH:24][N:23]=[CH:22][N:21]=4)[N:19]=[C:10]23)=[C:4]([O:28][CH3:29])[CH:3]=1.C(N(S(F)(F)[F:36])CC)C. Product: [F:36][CH:8]([C:5]1[CH:6]=[CH:7][C:2]([F:1])=[CH:3][C:4]=1[O:28][CH3:29])[CH:9]1[CH2:15][CH2:14][CH2:13][CH2:12][N:11]2[C:16](=[O:26])[CH:17]=[C:18]([C:20]3[CH:25]=[CH:24][N:23]=[CH:22][N:21]=3)[N:19]=[C:10]12. The catalyst class is: 4. (7) The catalyst class is: 18. Product: [C:26]([C:30]1[CH:31]=[C:32]([NH:71][S:72]([CH3:75])(=[O:73])=[O:74])[C:33]([O:69][CH3:70])=[C:34]([NH:36][C:37](=[O:68])[NH:38][C:39]2[C:48]3[C:47](=[CH:46][CH:45]=[CH:44][CH:43]=3)[C:42]([O:49][C:50]3[CH:55]=[CH:54][N:53]=[C:52]([NH:56][C:57]4[CH:65]=[CH:64][C:60]([C:61]([NH:77][CH2:78][CH2:79][CH2:80][CH2:81][CH2:82][CH2:83][C:84]([O:86][CH3:87])=[O:85])=[O:62])=[C:59]([O:66][CH3:67])[CH:58]=4)[CH:51]=3)=[CH:41][CH:40]=2)[CH:35]=1)([CH3:29])([CH3:28])[CH3:27]. Reactant: CN(C(ON1N=NC2C=CC=NC1=2)=[N+](C)C)C.F[P-](F)(F)(F)(F)F.Cl.[C:26]([C:30]1[CH:31]=[C:32]([NH:71][S:72]([CH3:75])(=[O:74])=[O:73])[C:33]([O:69][CH3:70])=[C:34]([NH:36][C:37](=[O:68])[NH:38][C:39]2[C:48]3[C:43](=[CH:44][CH:45]=[CH:46][CH:47]=3)[C:42]([O:49][C:50]3[CH:55]=[CH:54][N:53]=[C:52]([NH:56][C:57]4[CH:65]=[CH:64][C:60]([C:61](O)=[O:62])=[C:59]([O:66][CH3:67])[CH:58]=4)[CH:51]=3)=[CH:41][CH:40]=2)[CH:35]=1)([CH3:29])([CH3:28])[CH3:27].Cl.[NH2:77][CH2:78][CH2:79][CH2:80][CH2:81][CH2:82][CH2:83][C:84]([O:86][CH3:87])=[O:85].CCN(C(C)C)C(C)C.